From a dataset of Forward reaction prediction with 1.9M reactions from USPTO patents (1976-2016). Predict the product of the given reaction. (1) Given the reactants [CH2:1]([C:8]1[CH:9]=[N:10][C:11]2[C:16]([C:17]=1[C:18]1[CH:19]=[C:20]([OH:24])[CH:21]=[CH:22][CH:23]=1)=[CH:15][CH:14]=[CH:13][C:12]=2[C:25]([F:28])([F:27])[F:26])[C:2]1[CH:7]=[CH:6][CH:5]=[CH:4][CH:3]=1.[Cl:29][C:30]1[CH:31]=[CH:32][C:33]([C:38]([F:41])([F:40])[F:39])=[C:34]([CH:37]=1)[CH2:35]Br, predict the reaction product. The product is: [CH2:1]([C:8]1[CH:9]=[N:10][C:11]2[C:16]([C:17]=1[C:18]1[CH:23]=[CH:22][CH:21]=[C:20]([O:24][CH2:35][C:34]3[CH:37]=[C:30]([Cl:29])[CH:31]=[CH:32][C:33]=3[C:38]([F:40])([F:39])[F:41])[CH:19]=1)=[CH:15][CH:14]=[CH:13][C:12]=2[C:25]([F:28])([F:26])[F:27])[C:2]1[CH:3]=[CH:4][CH:5]=[CH:6][CH:7]=1. (2) Given the reactants [CH3:1][C:2]1[CH:18]=[CH:17][CH:16]=[CH:15][C:3]=1[CH2:4][C:5]1[O:9][N:8]=[C:7]([C:10]([O:12]CC)=[O:11])[CH:6]=1.C(O)C.[OH-].[Na+], predict the reaction product. The product is: [CH3:1][C:2]1[CH:18]=[CH:17][CH:16]=[CH:15][C:3]=1[CH2:4][C:5]1[O:9][N:8]=[C:7]([C:10]([OH:12])=[O:11])[CH:6]=1. (3) Given the reactants [BH4-].[Na+].[ClH:3].[CH2:4]1[C:13]2[C:8](=[CH:9][CH:10]=[CH:11][CH:12]=2)[CH2:7][CH2:6][N:5]1[C:14]1[N:15]=[C:16]([C:33](=[O:35])[CH3:34])[CH:17]=[C:18]2[C:22]([CH3:23])=[C:21]([CH3:24])[N:20]([CH2:25][C:26]3[CH:31]=[CH:30][CH:29]=[C:28]([F:32])[CH:27]=3)[C:19]=12.O, predict the reaction product. The product is: [ClH:3].[CH2:4]1[C:13]2[C:8](=[CH:9][CH:10]=[CH:11][CH:12]=2)[CH2:7][CH2:6][N:5]1[C:14]1[N:15]=[C:16]([CH:33]([OH:35])[CH3:34])[CH:17]=[C:18]2[C:22]([CH3:23])=[C:21]([CH3:24])[N:20]([CH2:25][C:26]3[CH:31]=[CH:30][CH:29]=[C:28]([F:32])[CH:27]=3)[C:19]=12.